This data is from Catalyst prediction with 721,799 reactions and 888 catalyst types from USPTO. The task is: Predict which catalyst facilitates the given reaction. (1) Reactant: ClC1C=CC=C(C(OO)=[O:9])C=1.[NH2:12][C:13]1[N:14]=[C:15]([C:32]2[CH:37]=[CH:36][CH:35]=[CH:34][CH:33]=2)[C:16]([C:22]2[CH:23]=[CH:24][C:25](=[O:31])[N:26]([CH:28]([CH3:30])[CH3:29])[N:27]=2)=[N:17][C:18]=1[S:19]([CH3:21])=[O:20]. Product: [NH2:12][C:13]1[N:14]=[C:15]([C:32]2[CH:33]=[CH:34][CH:35]=[CH:36][CH:37]=2)[C:16]([C:22]2[CH:23]=[CH:24][C:25](=[O:31])[N:26]([CH:28]([CH3:30])[CH3:29])[N:27]=2)=[N:17][C:18]=1[S:19]([CH3:21])(=[O:9])=[O:20]. The catalyst class is: 2. (2) Product: [NH:21]([C:38]([O:40][CH2:41][C:42]1[CH:43]=[CH:44][CH:45]=[CH:46][CH:47]=1)=[O:39])[C@H:22]([C:28]([O:30][CH2:31][C:32]1[CH:33]=[CH:34][CH:35]=[CH:36][CH:37]=1)=[O:29])[CH2:23][CH2:24][C:25]([NH:1][C@H:2]([C:6]([NH:8][CH2:9][C:10]([O:12][CH2:13][C:14]1[CH:19]=[CH:18][CH:17]=[CH:16][CH:15]=1)=[O:11])=[O:7])[CH:3]([CH3:5])[CH3:4])=[O:26]. Reactant: [NH2:1][C@H:2]([C:6]([NH:8][CH2:9][C:10]([O:12][CH2:13][C:14]1[CH:19]=[CH:18][CH:17]=[CH:16][CH:15]=1)=[O:11])=[O:7])[CH:3]([CH3:5])[CH3:4].Cl.[NH:21]([C:38]([O:40][CH2:41][C:42]1[CH:47]=[CH:46][CH:45]=[CH:44][CH:43]=1)=[O:39])[C@H:22]([C:28]([O:30][CH2:31][C:32]1[CH:37]=[CH:36][CH:35]=[CH:34][CH:33]=1)=[O:29])[CH2:23][CH2:24][C:25](=O)[OH:26].C(N(CC)CC)C.C1C=CC2N(O)N=NC=2C=1.CCN=C=NCCCN(C)C.Cl. The catalyst class is: 2. (3) Reactant: C(OC(=O)C([N:12]1[CH2:19][CH:18]2[CH2:20][CH:14]([C:15]3[N:16]([C:21](=[O:31])[C:22]([OH:30])=[C:23]([C:25]([O:27][CH2:28][CH3:29])=[O:26])[N:24]=3)[CH2:17]2)[CH2:13]1)=CC(OCC)=O)C.FC(F)(F)C(O)=O. Product: [OH:30][C:22]1[C:21](=[O:31])[N:16]2[CH2:17][CH:18]3[CH2:20][CH:14]([C:15]2=[N:24][C:23]=1[C:25]([O:27][CH2:28][CH3:29])=[O:26])[CH2:13][NH:12][CH2:19]3. The catalyst class is: 10. (4) Product: [Cl:1][C:2]1[C:7]([O:8][CH2:10][CH2:11][O:12][C:13]2[CH:18]=[CH:17][CH:16]=[CH:15][CH:14]=2)=[CH:6][CH:5]=[CH:4][N:3]=1. The catalyst class is: 3. Reactant: [Cl:1][C:2]1[C:7]([OH:8])=[CH:6][CH:5]=[CH:4][N:3]=1.Br[CH2:10][CH2:11][O:12][C:13]1[CH:18]=[CH:17][CH:16]=[CH:15][CH:14]=1.C([O-])([O-])=O.[K+].[K+]. (5) Reactant: [Cl:1][C:2]1[CH:17]=[CH:16][C:5]([CH2:6][CH:7]2[C:12](=[O:13])[NH:11][C:10](=[O:14])[NH:9][C:8]2=[O:15])=[CH:4][CH:3]=1.[C:18]([O:22][C:23]([NH:25][OH:26])=[O:24])([CH3:21])([CH3:20])[CH3:19].C(=O)([O-])[O-].[K+].[K+].I([O-])(=O)(=O)=O.[Na+]. Product: [C:18]([O:22][C:23]([N:25]([OH:26])[C:7]1([CH2:6][C:5]2[CH:4]=[CH:3][C:2]([Cl:1])=[CH:17][CH:16]=2)[C:8](=[O:15])[NH:9][C:10](=[O:14])[NH:11][C:12]1=[O:13])=[O:24])([CH3:21])([CH3:20])[CH3:19]. The catalyst class is: 8.